This data is from Peptide-MHC class I binding affinity with 185,985 pairs from IEDB/IMGT. The task is: Regression. Given a peptide amino acid sequence and an MHC pseudo amino acid sequence, predict their binding affinity value. This is MHC class I binding data. (1) The peptide sequence is RTYSLLNRK. The MHC is HLA-A02:19 with pseudo-sequence HLA-A02:19. The binding affinity (normalized) is 0.0847. (2) The peptide sequence is YHHFKTIEL. The MHC is HLA-A30:02 with pseudo-sequence HLA-A30:02. The binding affinity (normalized) is 0.560.